Dataset: Reaction yield outcomes from USPTO patents with 853,638 reactions. Task: Predict the reaction yield, written as a fraction of the theoretical maximum amount of product (1.0 means a 100% yield; for example, 0.34 means a 34% yield). The reactants are C(O[C:4](=[N:6][C:7](=O)[C:8]1[CH:13]=[CH:12][CH:11]=[C:10]([Cl:14])[CH:9]=1)[CH3:5])C.Cl.[NH:17]([C:19]1[CH:24]=[CH:23][C:22]([S:25]([NH2:28])(=[O:27])=[O:26])=[CH:21][CH:20]=1)[NH2:18].C(N(CC)CC)C.O. The catalyst is ClCCl.CO. The product is [Cl:14][C:10]1[CH:9]=[C:8]([C:7]2[N:17]([C:19]3[CH:20]=[CH:21][C:22]([S:25]([NH2:28])(=[O:27])=[O:26])=[CH:23][CH:24]=3)[N:18]=[C:4]([CH3:5])[N:6]=2)[CH:13]=[CH:12][CH:11]=1. The yield is 0.710.